From a dataset of Forward reaction prediction with 1.9M reactions from USPTO patents (1976-2016). Predict the product of the given reaction. (1) Given the reactants [C:1]([O:5][C:6]([NH:8][CH2:9][C:10]1([C:16]([OH:18])=O)[CH2:15][CH2:14][O:13][CH2:12][CH2:11]1)=[O:7])([CH3:4])([CH3:3])[CH3:2].[H-].[Na+].S([O:26][CH3:27])(OC)(=O)=O.[CH3:28]N(C)C=O, predict the reaction product. The product is: [C:1]([O:5][C:6]([N:8]([CH2:9][C:10]1([C:16]([O:26][CH3:27])=[O:18])[CH2:11][CH2:12][O:13][CH2:14][CH2:15]1)[CH3:28])=[O:7])([CH3:2])([CH3:3])[CH3:4]. (2) Given the reactants [NH2:1][C:2]1[O:3][C:4]2[C:9]([CH:10]([C:14]3[CH:19]=[C:18]([O:20][CH3:21])[C:17]([O:22][CH3:23])=[C:16]([Br:24])[CH:15]=3)[C:11]=1[C:12]#[N:13])=[CH:8][C:7]([OH:25])=[C:6]1[CH:26]=[CH:27][CH:28]=[CH:29][C:5]=21.[C:30](=O)([O-])[O-].[K+].[K+].IC, predict the reaction product. The product is: [NH2:1][C:2]1[O:3][C:4]2[C:9]([CH:10]([C:14]3[CH:19]=[C:18]([O:20][CH3:21])[C:17]([O:22][CH3:23])=[C:16]([Br:24])[CH:15]=3)[C:11]=1[C:12]#[N:13])=[CH:8][C:7]([O:25][CH3:30])=[C:6]1[CH:26]=[CH:27][CH:28]=[CH:29][C:5]=21. (3) Given the reactants C(#N)C.[Cl:4][C:5]1[CH:10]=[C:9]([Cl:11])[C:8]([S:12][CH2:13][C:14]([F:17])([F:16])[F:15])=[CH:7][C:6]=1[OH:18].[Br:19][CH2:20][CH2:21][CH2:22][CH2:23][CH2:24][CH2:25]Br.C(=O)([O-])[O-].[K+].[K+], predict the reaction product. The product is: [Br:19][CH2:20][CH2:21][CH2:22][CH2:23][CH2:24][CH2:25][O:18][C:6]1[CH:7]=[C:8]([S:12][CH2:13][C:14]([F:15])([F:17])[F:16])[C:9]([Cl:11])=[CH:10][C:5]=1[Cl:4]. (4) Given the reactants [CH2:1]([NH:4][CH:5]([CH2:8][CH3:9])[CH2:6][CH3:7])[CH:2]=[CH2:3].[Br:10][C:11]1[C:12](Cl)=[N:13][C:14]([Cl:17])=[N:15][CH:16]=1.C(N(C(C)C)CC)(C)C, predict the reaction product. The product is: [CH2:1]([N:4]([C:12]1[C:11]([Br:10])=[CH:16][N:15]=[C:14]([Cl:17])[N:13]=1)[CH:5]([CH2:8][CH3:9])[CH2:6][CH3:7])[CH:2]=[CH2:3]. (5) Given the reactants BrC1C=CC([C:8]2[C:13]([C:14]([F:17])([F:16])[F:15])=[CH:12][CH:11]=[CH:10][N:9]=2)=CC=1.[N+]([O-])(O)=O, predict the reaction product. The product is: [F:15][C:14]([F:17])([F:16])[C:13]1[CH:8]=[N:9][CH:10]=[CH:11][CH:12]=1. (6) Given the reactants [F:1][CH:2]([F:32])[C:3]1[N:7]([C:8]2[N:13]=[C:12]([N:14]3[CH2:19][CH2:18][O:17][CH2:16][CH2:15]3)[N:11]=[C:10]([N:20]3[CH2:25][CH2:24][NH:23][CH2:22][CH2:21]3)[N:9]=2)[C:6]2[CH:26]=[CH:27][CH:28]=[C:29]([O:30][CH3:31])[C:5]=2[N:4]=1.Cl.Cl.[CH3:35][N:36]([CH3:49])[CH2:37][CH2:38][CH2:39][S:40](N1CCNCC1)(=[O:42])=[O:41].CCN(C(C)C)C(C)C, predict the reaction product. The product is: [F:32][CH:2]([F:1])[C:3]1[N:7]([C:8]2[N:13]=[C:12]([N:14]3[CH2:15][CH2:16][O:17][CH2:18][CH2:19]3)[N:11]=[C:10]([N:20]3[CH2:25][CH2:24][N:23]([S:40]([CH2:39][CH2:38][CH2:37][N:36]([CH3:49])[CH3:35])(=[O:42])=[O:41])[CH2:22][CH2:21]3)[N:9]=2)[C:6]2[CH:26]=[CH:27][CH:28]=[C:29]([O:30][CH3:31])[C:5]=2[N:4]=1. (7) Given the reactants [C:1]([N:4]1[C:13]2[C:8](=[CH:9][C:10]([Br:14])=[CH:11][CH:12]=2)[N:7]([C:15]([O:17][CH:18]([CH3:20])[CH3:19])=[O:16])[CH2:6][C@@H:5]1[CH3:21])(=[O:3])[CH3:2].[N+:22]([O-])([OH:24])=[O:23], predict the reaction product. The product is: [C:1]([N:4]1[C:13]2[C:8](=[CH:9][C:10]([Br:14])=[C:11]([N+:22]([O-:24])=[O:23])[CH:12]=2)[N:7]([C:15]([O:17][CH:18]([CH3:20])[CH3:19])=[O:16])[CH2:6][C@@H:5]1[CH3:21])(=[O:3])[CH3:2]. (8) Given the reactants [C:1]([C:5]1[CH2:9][CH:8]=[CH:7][CH:6]=1)([CH3:4])([CH3:3])[CH3:2].[C:10](O)(=O)[CH3:11], predict the reaction product. The product is: [C:1]([C:5]1[CH:9]=[C:8]2[C:7](=[C:10]([CH3:11])[CH2:2][C:1]2([CH3:4])[CH3:3])[CH:6]=1)([CH3:4])([CH3:3])[CH3:2]. (9) Given the reactants [C:1]1([C:7]([CH3:12])=[CH:8]C(O)=O)[CH:6]=[CH:5][CH:4]=[CH:3][CH:2]=1.C1(P(N=[N+]=[N-])(C2C=CC=CC=2)=[O:20])C=CC=CC=1.C([N:32]([CH2:35]C)CC)C, predict the reaction product. The product is: [CH3:12][C:7]1[C:1]2[C:2](=[CH:3][CH:4]=[CH:5][CH:6]=2)[C:35](=[O:20])[NH:32][CH:8]=1.